Dataset: CYP2D6 inhibition data for predicting drug metabolism from PubChem BioAssay. Task: Regression/Classification. Given a drug SMILES string, predict its absorption, distribution, metabolism, or excretion properties. Task type varies by dataset: regression for continuous measurements (e.g., permeability, clearance, half-life) or binary classification for categorical outcomes (e.g., BBB penetration, CYP inhibition). Dataset: cyp2d6_veith. (1) The molecule is COC(=O)[C@@]1(Cc2ccccc2)[C@H]2[C@H](CC(=O)C(=O)N(C)C)C(=O)C[C@H]2CN1C(=O)c1ccccc1. The result is 0 (non-inhibitor). (2) The compound is CCCc1cc(=O)[nH]c(SCC)n1. The result is 0 (non-inhibitor). (3) The molecule is O=c1c2ccccc2nc(-c2ccc(Cl)cc2Cl)n1CCCn1ccnc1. The result is 1 (inhibitor). (4) The compound is COc1ccc(NC(=O)N2CC3(CCN(C(=O)Oc4ccccc4)CC3)C2)cc1. The result is 0 (non-inhibitor). (5) The drug is O=C(/C=C/c1ccc(Br)cc1)NC1CCCCCC1. The result is 0 (non-inhibitor). (6) The compound is Br.C[N+](C)(C)CCCCCNCC12CC3CC(CC(C3)C1)C2.[Br-]. The result is 0 (non-inhibitor). (7) The compound is O=S(=O)(/N=C(\Sc1ccccc1)c1ccccc1)c1ccc(Cl)cc1. The result is 0 (non-inhibitor). (8) The molecule is CN1CCN(c2ccnc(-c3cccc(NS(C)(=O)=O)c3)n2)CC1. The result is 0 (non-inhibitor). (9) The result is 0 (non-inhibitor). The molecule is CCCOC(=O)c1c(-c2ccccc2)nc(CC)c(C(=O)SCC)c1CCC. (10) The compound is Cc1ccc[n+](CC(=O)c2cc3ccccc3oc2=O)c1.[Br-]. The result is 0 (non-inhibitor).